Dataset: Catalyst prediction with 721,799 reactions and 888 catalyst types from USPTO. Task: Predict which catalyst facilitates the given reaction. (1) Reactant: [C:1]([C:3]1[CH:8]=[CH:7][CH:6]=[CH:5][C:4]=1[C:9]1[CH:17]=[CH:16][C:12]([C:13](O)=[O:14])=[C:11]([NH:18][CH2:19][CH2:20][C:21]2[CH:26]=[CH:25][CH:24]=[C:23]([F:27])[CH:22]=2)[N:10]=1)#[N:2].[Br:28][C:29]1[N:34]=[C:33](NC)[CH:32]=[CH:31][CH:30]=1.C1N=C[N:39](C(N2C=NC=C2)=O)[CH:38]=1. Product: [Br:28][C:29]1[N:34]=[C:33]([CH2:38][NH:39][C:13](=[O:14])[C:12]2[CH:16]=[CH:17][C:9]([C:4]3[CH:5]=[CH:6][CH:7]=[CH:8][C:3]=3[C:1]#[N:2])=[N:10][C:11]=2[NH:18][CH2:19][CH2:20][C:21]2[CH:26]=[CH:25][CH:24]=[C:23]([F:27])[CH:22]=2)[CH:32]=[CH:31][CH:30]=1. The catalyst class is: 3. (2) Product: [F:1][C:2]1[CH:3]=[C:4]([C:8]2[CH:16]=[CH:15][CH:14]=[C:13]3[C:9]=2/[C:10](=[CH:32]/[C:31]2[NH:30][C:29]4[CH2:34][CH2:35][CH2:36][CH2:37][CH2:38][C:28]=4[C:27]=2[CH2:26][CH2:25][CH2:24][N:18]2[CH2:19][CH2:20][O:21][CH2:22][CH2:23]2)/[C:11](=[O:17])[NH:12]3)[CH:5]=[CH:6][CH:7]=1. Reactant: [F:1][C:2]1[CH:3]=[C:4]([C:8]2[CH:16]=[CH:15][CH:14]=[C:13]3[C:9]=2[CH2:10][C:11](=[O:17])[NH:12]3)[CH:5]=[CH:6][CH:7]=1.[N:18]1([CH2:24][CH2:25][CH2:26][C:27]2[C:28]3[CH2:38][CH2:37][CH2:36][CH2:35][CH2:34][C:29]=3[NH:30][C:31]=2[CH:32]=O)[CH2:23][CH2:22][O:21][CH2:20][CH2:19]1.N1CCCCC1. The catalyst class is: 8. (3) Reactant: [CH3:1][O:2][C:3]1[CH:10]=[CH:9][C:6]([CH2:7][OH:8])=[CH:5][CH:4]=1.[H-].[Na+].[Br:13][C:14]1[CH:23]=[C:22]2[C:17]([C:18](Cl)=[N:19][CH:20]=[N:21]2)=[CH:16][CH:15]=1. Product: [Br:13][C:14]1[CH:23]=[C:22]2[C:17]([C:18]([O:8][CH2:7][C:6]3[CH:9]=[CH:10][C:3]([O:2][CH3:1])=[CH:4][CH:5]=3)=[N:19][CH:20]=[N:21]2)=[CH:16][CH:15]=1. The catalyst class is: 11. (4) Reactant: [C:1]([NH:4][C:5]1[CH:10]=[CH:9][C:8]([S:11][C:12]2[N:17]=[C:16]([NH:18][C:19]3[NH:20][N:21]=[C:22]([CH3:24])[CH:23]=3)[CH:15]=[C:14]([C:25]3[CH:30]=[CH:29][C:28]([OH:31])=[CH:27][CH:26]=3)[N:13]=2)=[CH:7][CH:6]=1)(=[O:3])[CH3:2].C(=O)([O-])[O-].[K+].[K+].Cl.[CH3:39][N:40]([CH3:45])[CH2:41][CH2:42][CH2:43]Cl. Product: [C:1]([NH:4][C:5]1[CH:6]=[CH:7][C:8]([S:11][C:12]2[N:17]=[C:16]([NH:18][C:19]3[NH:20][N:21]=[C:22]([CH3:24])[CH:23]=3)[CH:15]=[C:14]([C:25]3[CH:26]=[CH:27][C:28]([O:31][CH2:43][CH2:42][CH2:41][N:40]([CH3:45])[CH3:39])=[CH:29][CH:30]=3)[N:13]=2)=[CH:9][CH:10]=1)(=[O:3])[CH3:2]. The catalyst class is: 3. (5) Reactant: [CH3:1][O:2][C:3]1([C:10]2[CH:17]=[CH:16][C:15]([C:18]([F:21])([F:20])[F:19])=[CH:14][C:11]=2[CH:12]=O)[CH2:9][CH2:8][CH2:7][CH2:6][CH2:5][CH2:4]1.[CH3:22][N:23]1[N:27]=[N:26][C:25]([NH2:28])=[N:24]1.C(O)C.[BH4-].[Na+]. Product: [CH3:1][O:2][C:3]1([C:10]2[CH:17]=[CH:16][C:15]([C:18]([F:21])([F:20])[F:19])=[CH:14][C:11]=2[CH2:12][NH:28][C:25]2[N:26]=[N:27][N:23]([CH3:22])[N:24]=2)[CH2:9][CH2:8][CH2:7][CH2:6][CH2:5][CH2:4]1. The catalyst class is: 11. (6) Reactant: C[O:2][C:3]1[CH:12]=[C:11]2[C:6]([C:7](=[O:24])[C:8]([C:14]3[CH:23]=[CH:22][C:17]([C:18]([O:20]C)=[O:19])=[CH:16][CH:15]=3)=[C:9]([CH3:13])[S:10]2)=[CH:5][CH:4]=1.C([O-])([O-])=O.[K+].[K+]. Product: [OH:2][C:3]1[CH:12]=[C:11]2[C:6]([C:7](=[O:24])[C:8]([C:14]3[CH:23]=[CH:22][C:17]([C:18]([OH:20])=[O:19])=[CH:16][CH:15]=3)=[C:9]([CH3:13])[S:10]2)=[CH:5][CH:4]=1. The catalyst class is: 21. (7) Reactant: [C:1]([O:6][C:7]1([CH3:17])[CH:14]2[CH2:15][CH:10]3[CH2:11][CH:12]([CH2:16][CH:8]1[CH2:9]3)[CH2:13]2)(=[O:5])[C:2]([CH3:4])=[CH2:3].[CH:18]12[CH2:24][CH:21]([CH2:22][CH2:23]1)[CH:20]=[CH:19]2.[C:25]1(=[O:31])[O:30][C:28](=[O:29])[CH:27]=[CH:26]1.N(C(C)(C)C#N)=NC(C)(C)C#N. Product: [C:1]([O:6][C:7]1([CH3:17])[CH:8]2[CH2:16][CH:12]3[CH2:11][CH:10]([CH2:15][CH:14]1[CH2:13]3)[CH2:9]2)(=[O:5])[C:2]([CH3:4])=[CH2:3].[CH:18]12[CH2:24][CH:21]([CH2:22][CH2:23]1)[CH:20]=[CH:19]2.[C:28]1(=[O:29])[O:30][C:25](=[O:31])[CH:26]=[CH:27]1. The catalyst class is: 111. (8) Reactant: C(=O)([O-])[O-].[K+].[K+].[CH3:7][C@H:8]1[CH2:13][NH:12][CH2:11][C@@H:10]([CH3:14])[NH:9]1.Cl[C:16]1[C:17]2[C:24]([C:25]3[CH:30]=[CH:29][C:28]([O:31][CH3:32])=[CH:27][CH:26]=3)=[C:23]([C:33]3[CH:38]=[CH:37][C:36]([O:39][CH3:40])=[CH:35][CH:34]=3)[O:22][C:18]=2[N:19]=[CH:20][N:21]=1. Product: [CH3:14][C@H:10]1[NH:9][C@@H:8]([CH3:7])[CH2:13][N:12]([C:16]2[C:17]3[C:24]([C:25]4[CH:26]=[CH:27][C:28]([O:31][CH3:32])=[CH:29][CH:30]=4)=[C:23]([C:33]4[CH:38]=[CH:37][C:36]([O:39][CH3:40])=[CH:35][CH:34]=4)[O:22][C:18]=3[N:19]=[CH:20][N:21]=2)[CH2:11]1. The catalyst class is: 1. (9) Reactant: C(N(C(C)C)CC)(C)C.[Cl:10][C:11]1[N:16]=[C:15](Cl)[C:14]([N+:18]([O-:20])=[O:19])=[CH:13][N:12]=1.[CH3:21][O:22][C:23]1[CH:28]=[CH:27][C:26]([NH2:29])=[CH:25][CH:24]=1. Product: [Cl:10][C:11]1[N:16]=[C:15]([NH:29][C:26]2[CH:27]=[CH:28][C:23]([O:22][CH3:21])=[CH:24][CH:25]=2)[C:14]([N+:18]([O-:20])=[O:19])=[CH:13][N:12]=1. The catalyst class is: 12.